From a dataset of Forward reaction prediction with 1.9M reactions from USPTO patents (1976-2016). Predict the product of the given reaction. (1) Given the reactants C1(O[C:8](=[O:40])[NH:9][C:10]2[CH:15]=[CH:14][C:13]([C:16]3[CH:21]=[C:20]([C:22]4[CH:27]=[C:26]([F:28])[CH:25]=[CH:24][C:23]=4[S:29]([CH3:32])(=[O:31])=[O:30])[N:19]=[C:18]([N:33]4[CH2:38][CH2:37][O:36][CH2:35][C@@H:34]4[CH3:39])[N:17]=3)=[CH:12][CH:11]=2)C=CC=CC=1.[NH2:41][CH2:42][CH2:43][CH2:44][OH:45], predict the reaction product. The product is: [F:28][C:26]1[CH:25]=[CH:24][C:23]([S:29]([CH3:32])(=[O:30])=[O:31])=[C:22]([C:20]2[N:19]=[C:18]([N:33]3[CH2:38][CH2:37][O:36][CH2:35][C@@H:34]3[CH3:39])[N:17]=[C:16]([C:13]3[CH:14]=[CH:15][C:10]([NH:9][C:8]([NH:41][CH2:42][CH2:43][CH2:44][OH:45])=[O:40])=[CH:11][CH:12]=3)[CH:21]=2)[CH:27]=1. (2) Given the reactants [Cl:1][C:2]1[CH:7]=[CH:6][C:5]([C:8]2([CH2:14][CH2:15][C:16]#[N:17])[CH2:13][CH2:12][NH:11][CH2:10][CH2:9]2)=[CH:4][CH:3]=1.Br[C:19]1[C:20]2[N:21]([N:25]=[C:26]([NH:28][C:29]3[CH:45]=[CH:44][C:32]([C:33]([N:35]([CH3:43])[CH:36]4[CH2:41][CH2:40][N:39]([CH3:42])[CH2:38][CH2:37]4)=[O:34])=[CH:31][CH:30]=3)[N:27]=2)[CH:22]=[CH:23][CH:24]=1.O1CCOCC1.C([O-])([O-])=O.[Cs+].[Cs+].CC1(C)C2C(=C(P(C3C=CC=CC=3)C3C=CC=CC=3)C=CC=2)OC2C(P(C3C=CC=CC=3)C3C=CC=CC=3)=CC=CC1=2, predict the reaction product. The product is: [Cl:1][C:2]1[CH:7]=[CH:6][C:5]([C:8]2([CH2:14][CH2:15][C:16]#[N:17])[CH2:13][CH2:12][N:11]([C:19]3[C:20]4[N:21]([N:25]=[C:26]([NH:28][C:29]5[CH:45]=[CH:44][C:32]([C:33]([N:35]([CH3:43])[CH:36]6[CH2:37][CH2:38][N:39]([CH3:42])[CH2:40][CH2:41]6)=[O:34])=[CH:31][CH:30]=5)[N:27]=4)[CH:22]=[CH:23][CH:24]=3)[CH2:10][CH2:9]2)=[CH:4][CH:3]=1. (3) Given the reactants [CH2:1]([O:3][C:4]([C:6]1[O:7][C:8]2[C:15]([Cl:16])=[CH:14][C:13]([Cl:17])=[C:12]([OH:18])[C:9]=2[C:10]=1[CH3:11])=[O:5])[CH3:2].IC.[C:21]([O-])([O-])=O.[K+].[K+], predict the reaction product. The product is: [CH2:1]([O:3][C:4]([C:6]1[O:7][C:8]2[C:15]([Cl:16])=[CH:14][C:13]([Cl:17])=[C:12]([O:18][CH3:21])[C:9]=2[C:10]=1[CH3:11])=[O:5])[CH3:2]. (4) Given the reactants [C:1]1(=[O:7])[CH2:6][CH2:5][CH2:4][CH2:3][CH2:2]1.C(OCCCCCCCC)(=O)[C:9]1[C:10](=[CH:22][CH:23]=[CH:24][CH:25]=1)[C:11](OCCCCCCCC)=O.[CH3:36][C:37]([CH3:39])=O, predict the reaction product. The product is: [CH3:2][C:1]([CH3:6])=[O:7].[CH3:11][C:10]1[CH2:9][CH2:25][C:24]([OH:7])([CH:37]([CH3:39])[CH3:36])[CH2:23][CH:22]=1.[C:1]1(=[O:7])[CH2:6][CH2:5][CH2:4][CH2:3][CH2:2]1. (5) Given the reactants C([O:3][C:4]([C:6]1[C:7]2[N:8]=[CH:9][CH:10]=[N:11][C:12]=2[C:13]([C:16]2[C:21]([F:22])=[C:20]([O:23][CH3:24])[CH:19]=[C:18]([O:25][CH3:26])[C:17]=2[Cl:27])=[CH:14][CH:15]=1)=O)C.[O:28]=[S:29]1(=[O:43])[CH2:34][CH2:33][N:32]([CH2:35][C:36]2[CH:37]=[CH:38][C:39]([NH2:42])=[N:40][CH:41]=2)[CH2:31][CH2:30]1.C[Al](C)C.C([O-])(O)=O.[Na+], predict the reaction product. The product is: [O:43]=[S:29]1(=[O:28])[CH2:30][CH2:31][N:32]([CH2:35][C:36]2[CH:37]=[CH:38][C:39]([NH:42][C:4]([C:6]3[C:7]4[N:8]=[CH:9][CH:10]=[N:11][C:12]=4[C:13]([C:16]4[C:21]([F:22])=[C:20]([O:23][CH3:24])[CH:19]=[C:18]([O:25][CH3:26])[C:17]=4[Cl:27])=[CH:14][CH:15]=3)=[O:3])=[N:40][CH:41]=2)[CH2:33][CH2:34]1. (6) Given the reactants [CH2:1]([NH:8][C:9]1[CH:14]=[CH:13][C:12]([CH2:15][N:16]2[CH2:21][CH2:20][N:19]([C:22]3[CH:27]=[CH:26][CH:25]=[CH:24][CH:23]=3)[CH2:18][CH2:17]2)=[CH:11][CH:10]=1)[C:2]1[CH:7]=[CH:6][CH:5]=[CH:4][CH:3]=1.[CH3:28][N:29]1[CH:33]=[C:32]([S:34](Cl)(=[O:36])=[O:35])[N:31]=[CH:30]1.N1C=CC=CC=1, predict the reaction product. The product is: [CH2:1]([N:8]([C:9]1[CH:14]=[CH:13][C:12]([CH2:15][N:16]2[CH2:21][CH2:20][N:19]([C:22]3[CH:27]=[CH:26][CH:25]=[CH:24][CH:23]=3)[CH2:18][CH2:17]2)=[CH:11][CH:10]=1)[S:34]([C:32]1[N:31]=[CH:30][N:29]([CH3:28])[CH:33]=1)(=[O:36])=[O:35])[C:2]1[CH:3]=[CH:4][CH:5]=[CH:6][CH:7]=1. (7) Given the reactants [CH:1]1[CH:2]=[C:3]([CH2:6][NH:7][C:8]2[C:13]([C:14]([OH:16])=O)=[CH:12][C:11]([S:17]([NH2:20])(=[O:19])=[O:18])=[C:10]([Cl:21])[CH:9]=2)[O:4][CH:5]=1.[NH:22]1[CH2:27][CH2:26][O:25][CH2:24][CH2:23]1.O[N:29]1C2C=CC=CC=2N=N1.C(Cl)CCl, predict the reaction product. The product is: [N:22]1([NH:29][C:14](=[O:16])[C:13]2[CH:12]=[C:11]([S:17]([NH2:20])(=[O:19])=[O:18])[C:10]([Cl:21])=[CH:9][C:8]=2[NH:7][CH2:6][C:3]2[O:4][CH:5]=[CH:1][CH:2]=2)[CH2:27][CH2:26][O:25][CH2:24][CH2:23]1.